Dataset: Retrosynthesis with 50K atom-mapped reactions and 10 reaction types from USPTO. Task: Predict the reactants needed to synthesize the given product. Given the product CC(=O)N1CCC(C(=O)N2CC[C@@H](N(C)C(=O)c3cc(C)cc(C(F)(F)F)c3)[C@H](c3ccc(Cl)c(Cl)c3)C2)CC1, predict the reactants needed to synthesize it. The reactants are: CN[C@@H]1CCN(C(=O)C2CCN(C(C)=O)CC2)C[C@H]1c1ccc(Cl)c(Cl)c1.Cc1cc(C(=O)O)cc(C(F)(F)F)c1.